From a dataset of Full USPTO retrosynthesis dataset with 1.9M reactions from patents (1976-2016). Predict the reactants needed to synthesize the given product. The reactants are: [F:1][C:2]1[CH:7]=[CH:6][CH:5]=[C:4]([F:8])[C:3]=1[N:9]1[C:14]2[N:15]=[C:16](S(C)=O)[N:17]=[C:18]([C:19]3[CH:20]=[C:21]([CH:32]=[CH:33][C:34]=3[CH3:35])[C:22]([NH:24][C:25]3[CH:30]=[CH:29][C:28]([F:31])=[CH:27][CH:26]=3)=[O:23])[C:13]=2[CH:12]=[CH:11][C:10]1=[O:39].[CH3:40][N:41]([CH3:47])[CH2:42][CH2:43][CH2:44][NH:45][CH3:46]. Given the product [F:1][C:2]1[CH:7]=[CH:6][CH:5]=[C:4]([F:8])[C:3]=1[N:9]1[C:14]2[N:15]=[C:16]([N:45]([CH2:44][CH2:43][CH2:42][N:41]([CH3:47])[CH3:40])[CH3:46])[N:17]=[C:18]([C:19]3[CH:20]=[C:21]([CH:32]=[CH:33][C:34]=3[CH3:35])[C:22]([NH:24][C:25]3[CH:30]=[CH:29][C:28]([F:31])=[CH:27][CH:26]=3)=[O:23])[C:13]=2[CH:12]=[CH:11][C:10]1=[O:39], predict the reactants needed to synthesize it.